From a dataset of Peptide-MHC class I binding affinity with 185,985 pairs from IEDB/IMGT. Regression. Given a peptide amino acid sequence and an MHC pseudo amino acid sequence, predict their binding affinity value. This is MHC class I binding data. (1) The peptide sequence is IPVSTNGKI. The MHC is HLA-A01:01 with pseudo-sequence HLA-A01:01. The binding affinity (normalized) is 0.0847. (2) The peptide sequence is LPMIIGEPI. The MHC is HLA-B35:01 with pseudo-sequence HLA-B35:01. The binding affinity (normalized) is 0.615. (3) The peptide sequence is QAKWRLQTL. The MHC is HLA-A02:06 with pseudo-sequence HLA-A02:06. The binding affinity (normalized) is 0.0942. (4) The peptide sequence is QVIEYLKPY. The MHC is HLA-B27:05 with pseudo-sequence HLA-B27:05. The binding affinity (normalized) is 0.0847. (5) The peptide sequence is LQLTGGTVE. The MHC is H-2-Kb with pseudo-sequence H-2-Kb. The binding affinity (normalized) is 0. (6) The MHC is Patr-A0401 with pseudo-sequence Patr-A0401. The binding affinity (normalized) is 0. The peptide sequence is PSVRDLLDTA. (7) The peptide sequence is DTAKPTSVY. The MHC is HLA-B40:01 with pseudo-sequence HLA-B40:01. The binding affinity (normalized) is 0.0847.